This data is from NCI-60 drug combinations with 297,098 pairs across 59 cell lines. The task is: Regression. Given two drug SMILES strings and cell line genomic features, predict the synergy score measuring deviation from expected non-interaction effect. (1) Drug 1: C1=NC(=NC(=O)N1C2C(C(C(O2)CO)O)O)N. Drug 2: CCN(CC)CCCC(C)NC1=C2C=C(C=CC2=NC3=C1C=CC(=C3)Cl)OC. Cell line: COLO 205. Synergy scores: CSS=25.6, Synergy_ZIP=-6.40, Synergy_Bliss=-0.326, Synergy_Loewe=-0.745, Synergy_HSA=2.59. (2) Drug 1: COC1=CC(=CC(=C1O)OC)C2C3C(COC3=O)C(C4=CC5=C(C=C24)OCO5)OC6C(C(C7C(O6)COC(O7)C8=CC=CS8)O)O. Drug 2: C1=NC2=C(N=C(N=C2N1C3C(C(C(O3)CO)O)O)F)N. Cell line: SK-OV-3. Synergy scores: CSS=27.6, Synergy_ZIP=-5.38, Synergy_Bliss=-0.780, Synergy_Loewe=-28.8, Synergy_HSA=-1.10. (3) Drug 1: CS(=O)(=O)C1=CC(=C(C=C1)C(=O)NC2=CC(=C(C=C2)Cl)C3=CC=CC=N3)Cl. Synergy scores: CSS=36.0, Synergy_ZIP=-8.20, Synergy_Bliss=0.834, Synergy_Loewe=-15.2, Synergy_HSA=0.764. Drug 2: CC1OCC2C(O1)C(C(C(O2)OC3C4COC(=O)C4C(C5=CC6=C(C=C35)OCO6)C7=CC(=C(C(=C7)OC)O)OC)O)O. Cell line: OVCAR3.